Dataset: Forward reaction prediction with 1.9M reactions from USPTO patents (1976-2016). Task: Predict the product of the given reaction. (1) Given the reactants [C:1]([O:5][C@@H:6]([C:10]1[C:34]([CH3:35])=[CH:33][C:13]2[N:14]=[C:15](C3C=CN=C(N4CC5C=CN=CC=5C4=O)C=3)[S:16][C:12]=2[C:11]=1[C:36]1[CH:41]=[CH:40][C:39]([Cl:42])=[CH:38][CH:37]=1)[C:7]([OH:9])=[O:8])([CH3:4])([CH3:3])[CH3:2].BrC1SC2C(C3C=CC(Cl)=CC=3)=C([C@H](OC(C)(C)C)C(OCC)=O)C(C)=CC=2N=1.[CH3:72][C:73]1[CH:74]=[C:75]2[C:79](=[CH:80][CH:81]=1)[NH:78][CH2:77][CH2:76]2.C1C2C=CN=CC=2C(=O)N1, predict the reaction product. The product is: [C:1]([O:5][C@@H:6]([C:10]1[C:34]([CH3:35])=[CH:33][C:13]2[N:14]=[C:15]([N:78]3[C:79]4[C:75](=[CH:74][C:73]([CH3:72])=[CH:81][CH:80]=4)[CH2:76][CH2:77]3)[S:16][C:12]=2[C:11]=1[C:36]1[CH:41]=[CH:40][C:39]([Cl:42])=[CH:38][CH:37]=1)[C:7]([OH:9])=[O:8])([CH3:3])([CH3:4])[CH3:2]. (2) Given the reactants [Cl:1][C:2]1[CH:10]=[CH:9][C:8]([C:11]2[C:12]([C@@H:22]([NH:32]C(=O)C(F)(F)F)[CH2:23][C:24]3[CH:29]=[C:28]([F:30])[CH:27]=[C:26]([F:31])[CH:25]=3)=[N:13][C:14]([N:17]([CH2:19][CH2:20][OH:21])[CH3:18])=[CH:15][CH:16]=2)=[C:7]2[C:3]=1[C:4]([NH:40][S:41]([CH3:44])(=[O:43])=[O:42])=[N:5][N:6]2[CH3:39].[OH-].[Li+].Cl, predict the reaction product. The product is: [NH2:32][C@H:22]([C:12]1[C:11]([C:8]2[CH:9]=[CH:10][C:2]([Cl:1])=[C:3]3[C:7]=2[N:6]([CH3:39])[N:5]=[C:4]3[NH:40][S:41]([CH3:44])(=[O:42])=[O:43])=[CH:16][CH:15]=[C:14]([N:17]([CH2:19][CH2:20][OH:21])[CH3:18])[N:13]=1)[CH2:23][C:24]1[CH:25]=[C:26]([F:31])[CH:27]=[C:28]([F:30])[CH:29]=1. (3) Given the reactants [CH3:1][NH:2][CH2:3][CH:4]1[CH2:8][C:7]2[CH:9]=[CH:10][CH:11]=[C:12]([C:13]3[CH:18]=[CH:17][CH:16]=[CH:15][C:14]=3[CH3:19])[C:6]=2[O:5]1.C(N(C(C)C)CC)(C)C.Cl[C:30]([O:32][CH2:33][C:34]1[CH:39]=[CH:38][CH:37]=[CH:36][CH:35]=1)=[O:31].C1(C2C3OC(CNC(=O)OCC4C=CC=CC=4)CC=3C=CC=2)CCCC1, predict the reaction product. The product is: [CH2:33]([O:32][C:30](=[O:31])[N:2]([CH2:3][CH:4]1[CH2:8][C:7]2[CH:9]=[CH:10][CH:11]=[C:12]([C:13]3[CH:18]=[CH:17][CH:16]=[CH:15][C:14]=3[CH3:19])[C:6]=2[O:5]1)[CH3:1])[C:34]1[CH:39]=[CH:38][CH:37]=[CH:36][CH:35]=1. (4) Given the reactants [Cl:1][C:2]1[CH:17]=[C:16]([Cl:18])[CH:15]=[CH:14][C:3]=1[O:4][C:5]1[CH:10]=[CH:9][C:8]([N+:11]([O-])=O)=[CH:7][CH:6]=1.O.O.Cl[Sn]Cl, predict the reaction product. The product is: [Cl:1][C:2]1[CH:17]=[C:16]([Cl:18])[CH:15]=[CH:14][C:3]=1[O:4][C:5]1[CH:6]=[CH:7][C:8]([NH2:11])=[CH:9][CH:10]=1. (5) The product is: [CH2:21]([NH:20][C:18]([NH:17][C:15]1[S:16][C:12]2[C:11](/[CH:24]=[N:25]/[O:26][CH3:27])=[CH:10][C:9]([OH:8])=[CH:23][C:13]=2[N:14]=1)=[O:19])[CH3:22]. Given the reactants C([O:8][C:9]1[CH:10]=[C:11](/[CH:24]=[N:25]/[O:26][CH3:27])[C:12]2[S:16][C:15]([NH:17][C:18]([NH:20][CH2:21][CH3:22])=[O:19])=[N:14][C:13]=2[CH:23]=1)C1C=CC=CC=1.CS(O)(=O)=O, predict the reaction product. (6) Given the reactants [Br:1][C:2]1[C:3]([Cl:9])=[N:4][C:5]([CH3:8])=[CH:6][CH:7]=1.OO.NC(N)=[O:14].FC(F)(F)C(OC(=O)C(F)(F)F)=O, predict the reaction product. The product is: [Br:1][C:2]1[C:3]([Cl:9])=[N+:4]([O-:14])[C:5]([CH3:8])=[CH:6][CH:7]=1. (7) Given the reactants C(N(CC)CC)C.[N:8]1([C:13](Cl)=[O:14])[CH2:12][CH2:11][CH2:10][CH2:9]1.[C:16]([O:20][C:21]([N:23]1[CH2:27][C@@H:26]([CH2:28][N:29]([CH:46]([CH3:48])[CH3:47])[C:30](=[O:45])[C:31]2[CH:36]=[CH:35][C:34]([O:37][CH3:38])=[C:33]([O:39][CH2:40][CH2:41][CH2:42][O:43][CH3:44])[CH:32]=2)[C@H:25]([CH2:49][NH:50][CH:51]2[CH2:53][CH2:52]2)[CH2:24]1)=[O:22])([CH3:19])([CH3:18])[CH3:17], predict the reaction product. The product is: [C:16]([O:20][C:21]([N:23]1[CH2:27][C@@H:26]([CH2:28][N:29]([CH:46]([CH3:47])[CH3:48])[C:30](=[O:45])[C:31]2[CH:36]=[CH:35][C:34]([O:37][CH3:38])=[C:33]([O:39][CH2:40][CH2:41][CH2:42][O:43][CH3:44])[CH:32]=2)[C@H:25]([CH2:49][N:50]([CH:51]2[CH2:52][CH2:53]2)[C:13]([N:8]2[CH2:12][CH2:11][CH2:10][CH2:9]2)=[O:14])[CH2:24]1)=[O:22])([CH3:18])([CH3:19])[CH3:17].